Task: Predict the reaction yield, written as a fraction of the theoretical maximum amount of product (1.0 means a 100% yield; for example, 0.34 means a 34% yield).. Dataset: Reaction yield outcomes from USPTO patents with 853,638 reactions The reactants are C[O:2][C:3]([C:5]1[C:6]([C:14]2[CH:19]=[CH:18][CH:17]=[CH:16][C:15]=2[N+:20]([O-:22])=[O:21])=[CH:7][CH:8]=[C:9]([C:11](=[S:13])[NH2:12])[CH:10]=1)=[O:4].[F:23][C:24]([F:36])([F:35])[C:25]1[CH:26]=[C:27]([CH:32]=[CH:33][CH:34]=1)[C:28](=O)[CH2:29]Br. The catalyst is O. The product is [N+:20]([C:15]1[CH:16]=[CH:17][CH:18]=[CH:19][C:14]=1[C:6]1[C:5]([C:3]([OH:2])=[O:4])=[CH:10][C:9]([C:11]2[S:13][CH:29]=[C:28]([C:27]3[CH:32]=[CH:33][CH:34]=[C:25]([C:24]([F:23])([F:35])[F:36])[CH:26]=3)[N:12]=2)=[CH:8][CH:7]=1)([O-:22])=[O:21]. The yield is 0.180.